Task: Regression. Given two drug SMILES strings and cell line genomic features, predict the synergy score measuring deviation from expected non-interaction effect.. Dataset: NCI-60 drug combinations with 297,098 pairs across 59 cell lines (1) Drug 1: CC12CCC(CC1=CCC3C2CCC4(C3CC=C4C5=CN=CC=C5)C)O. Drug 2: CC1=CC2C(CCC3(C2CCC3(C(=O)C)OC(=O)C)C)C4(C1=CC(=O)CC4)C. Cell line: MALME-3M. Synergy scores: CSS=2.77, Synergy_ZIP=1.53, Synergy_Bliss=2.66, Synergy_Loewe=-6.40, Synergy_HSA=-1.68. (2) Drug 1: CS(=O)(=O)OCCCCOS(=O)(=O)C. Drug 2: CC1=C(C(=O)C2=C(C1=O)N3CC4C(C3(C2COC(=O)N)OC)N4)N. Cell line: BT-549. Synergy scores: CSS=18.6, Synergy_ZIP=-7.28, Synergy_Bliss=-1.89, Synergy_Loewe=-21.3, Synergy_HSA=-0.946.